From a dataset of Reaction yield outcomes from USPTO patents with 853,638 reactions. Predict the reaction yield, written as a fraction of the theoretical maximum amount of product (1.0 means a 100% yield; for example, 0.34 means a 34% yield). (1) The reactants are [CH2:1]([C:3]1[O:4][C:5]([C:19]2[CH:24]=[CH:23][C:22]([C:25]([F:28])([F:27])[F:26])=[CH:21][CH:20]=2)=[CH:6][C:7]=1[CH2:8][O:9][C:10]1[CH:18]=[CH:17][C:13]([C:14](O)=[O:15])=[CH:12][CH:11]=1)[CH3:2].[CH3:29][NH:30][CH2:31][CH2:32][C:33]([O:35]CC)=[O:34]. No catalyst specified. The product is [CH2:1]([C:3]1[O:4][C:5]([C:19]2[CH:20]=[CH:21][C:22]([C:25]([F:28])([F:26])[F:27])=[CH:23][CH:24]=2)=[CH:6][C:7]=1[CH2:8][O:9][C:10]1[CH:11]=[CH:12][C:13]([C:14]([N:30]([CH3:29])[CH2:31][CH2:32][C:33]([OH:35])=[O:34])=[O:15])=[CH:17][CH:18]=1)[CH3:2]. The yield is 0.900. (2) The reactants are Br[CH2:2][C:3]([C:5]1[CH:10]=[CH:9][CH:8]=[C:7]([Cl:11])[CH:6]=1)=[O:4].[S-:12][C:13]#[N:14].[K+].O. The catalyst is C(O)C. The product is [Cl:11][C:7]1[CH:6]=[C:5]([C:3](=[O:4])[CH2:2][S:12][C:13]#[N:14])[CH:10]=[CH:9][CH:8]=1. The yield is 0.698. (3) The reactants are [C:1]([CH2:5][C:6]([O:8][CH2:9][CH3:10])=[O:7])(=[O:4])[CH2:2][CH3:3].[CH:11](OCC)(OCC)OCC.[Br:21][C:22]1[CH:28]=[CH:27][C:25]([NH2:26])=[CH:24][CH:23]=1. No catalyst specified. The product is [Br:21][C:22]1[CH:28]=[CH:27][C:25]([NH:26][CH:11]=[C:5]([C:1](=[O:4])[CH2:2][CH3:3])[C:6]([O:8][CH2:9][CH3:10])=[O:7])=[CH:24][CH:23]=1. The yield is 0.330.